This data is from Catalyst prediction with 721,799 reactions and 888 catalyst types from USPTO. The task is: Predict which catalyst facilitates the given reaction. (1) Reactant: [Cl:1][C:2]1[C:3]([CH3:27])=[C:4]([CH2:8][N:9]2[C:14]3[N:15]=[C:16]([N:18]4[CH2:23][CH2:22][O:21][CH2:20][CH2:19]4)[S:17][C:13]=3[C:12](=[O:24])[N:11]=[C:10]2SC)[CH:5]=[CH:6][CH:7]=1.B1([O-])OO1.[OH2:32].O.O.O.[Na+].[CH3:37]O. Product: [Cl:1][C:2]1[C:3]([CH3:27])=[C:4]([CH2:8][N:9]2[C:14]3[N:15]=[C:16]([N:18]4[CH2:23][CH2:22][O:21][CH2:20][CH2:19]4)[S:17][C:13]=3[C:12](=[O:24])[N:11]=[C:10]2[O:32][CH3:37])[CH:5]=[CH:6][CH:7]=1. The catalyst class is: 170. (2) Reactant: C1(P(C2C=CC=CC=2)C2C=CC=CC=2)C=CC=CC=1.[S:20]([Cl:24])(Cl)(=[O:22])=[O:21].[Br:25][C:26]1[C:27]([NH:33][C:34]2[CH:39]=[CH:38][CH:37]=[CH:36][C:35]=2S(O)(=O)=O)=[N:28][C:29]([Cl:32])=[N:30][CH:31]=1. Product: [Br:25][C:26]1[C:27]([NH:33][C:34]2[CH:39]=[CH:38][CH:37]=[CH:36][C:35]=2[S:20]([Cl:24])(=[O:22])=[O:21])=[N:28][C:29]([Cl:32])=[N:30][CH:31]=1. The catalyst class is: 2. (3) Reactant: [F:1][C:2]1[CH:3]=[C:4]([N:20]2[CH2:24][C@H:23]([CH2:25][NH:26][C:27](=O)[CH:28]([F:30])[F:29])[O:22][C:21]2=[O:32])[CH:5]=[C:6]([F:19])[C:7]=1[N:8]1[CH2:13][CH2:12][CH:11]([N:14]2[CH:18]=[N:17][N:16]=[N:15]2)[CH2:10][CH2:9]1.COC1C=CC(P2(SP(C3C=CC(OC)=CC=3)(=S)S2)=[S:42])=CC=1. Product: [F:1][C:2]1[CH:3]=[C:4]([N:20]2[CH2:24][C@H:23]([CH2:25][NH:26][C:27](=[S:42])[CH:28]([F:30])[F:29])[O:22][C:21]2=[O:32])[CH:5]=[C:6]([F:19])[C:7]=1[N:8]1[CH2:13][CH2:12][CH:11]([N:14]2[CH:18]=[N:17][N:16]=[N:15]2)[CH2:10][CH2:9]1. The catalyst class is: 7. (4) Reactant: [CH2:1]([N:8]1[CH2:12][C@@H:11]2[C@@H:13](CS([O-])(=O)=O)[CH2:14][CH2:15][C@H:10]2[CH2:9]1)[C:2]1[CH:7]=[CH:6][CH:5]=[CH:4][CH:3]=1.[N-:21]=[N+:22]=[N-:23].[Na+]. Product: [N:21]([C@H:13]1[C@H:11]2[C@H:10]([CH2:9][N:8]([CH2:1][C:2]3[CH:7]=[CH:6][CH:5]=[CH:4][CH:3]=3)[CH2:12]2)[CH2:15][CH2:14]1)=[N+:22]=[N-:23]. The catalyst class is: 675. (5) Reactant: [F:1][C:2]1[CH:11]=[C:10]2[C:5]([CH:6]=[CH:7][CH:8]=[N:9]2)=[CH:4][C:3]=1[CH2:12][C:13]1[N:17]2[N:18]=[C:19]([C:22]3[CH:23]=[N:24][N:25]([CH2:27][CH2:28][O:29]C4CCCCO4)[CH:26]=3)[CH:20]=[CH:21][C:16]2=[N:15][CH:14]=1.Cl. Product: [F:1][C:2]1[CH:11]=[C:10]2[C:5]([CH:6]=[CH:7][CH:8]=[N:9]2)=[CH:4][C:3]=1[CH2:12][C:13]1[N:17]2[N:18]=[C:19]([C:22]3[CH:23]=[N:24][N:25]([CH2:27][CH2:28][OH:29])[CH:26]=3)[CH:20]=[CH:21][C:16]2=[N:15][CH:14]=1. The catalyst class is: 135. (6) Reactant: [CH3:1][N:2]([CH3:25])[CH2:3][CH2:4][S:5]([NH:8][C:9]1[CH:24]=[CH:23][C:12]([C:13]([O:15][CH2:16][C:17]2[CH:22]=[CH:21][CH:20]=[CH:19][CH:18]=2)=[O:14])=[CH:11][CH:10]=1)(=[O:7])=[O:6].[C:26](O[C:26]([O:28][C:29]([CH3:32])([CH3:31])[CH3:30])=[O:27])([O:28][C:29]([CH3:32])([CH3:31])[CH3:30])=[O:27]. Product: [C:29]([O:28][C:26]([N:8]([C:9]1[CH:24]=[CH:23][C:12]([C:13]([O:15][CH2:16][C:17]2[CH:18]=[CH:19][CH:20]=[CH:21][CH:22]=2)=[O:14])=[CH:11][CH:10]=1)[S:5]([CH2:4][CH2:3][N:2]([CH3:25])[CH3:1])(=[O:6])=[O:7])=[O:27])([CH3:32])([CH3:31])[CH3:30]. The catalyst class is: 64. (7) Reactant: [CH3:1][N:2]([CH3:17])[C:3]1[N:8]=[C:7]([C:9]#N)[CH:6]=[C:5]([C:11]2[O:12][C:13]([CH3:16])=[CH:14][CH:15]=2)[N:4]=1.Cl.C1C[O:22]CC1.[Li+:24].[OH-:25]. Product: [Li+:24].[CH3:1][N:2]([CH3:17])[C:3]1[N:8]=[C:7]([C:9]([O-:22])=[O:25])[CH:6]=[C:5]([C:11]2[O:12][C:13]([CH3:16])=[CH:14][CH:15]=2)[N:4]=1. The catalyst class is: 72.